Dataset: Forward reaction prediction with 1.9M reactions from USPTO patents (1976-2016). Task: Predict the product of the given reaction. (1) The product is: [F:1][C:2]1[CH:7]=[C:6]([CH3:8])[CH:5]=[CH:4][C:3]=1[NH:9][S:10]([C:13]1[CH:18]=[CH:17][C:16]([C:19]2[CH:20]=[C:21]3[N:27]=[C:26]([CH2:28][CH2:29][CH:30]4[CH2:36][CH2:35][CH2:34][CH2:33][C:32](=[S:47])[NH:31]4)[NH:25][C:22]3=[N:23][CH:24]=2)=[CH:15][CH:14]=1)(=[O:12])=[O:11]. Given the reactants [F:1][C:2]1[CH:7]=[C:6]([CH3:8])[CH:5]=[CH:4][C:3]=1[NH:9][S:10]([C:13]1[CH:18]=[CH:17][C:16]([C:19]2[CH:20]=[C:21]3[N:27]=[C:26]([CH2:28][CH2:29][CH:30]4[CH2:36][CH2:35][CH2:34][CH2:33][C:32](=O)[NH:31]4)[NH:25][C:22]3=[N:23][CH:24]=2)=[CH:15][CH:14]=1)(=[O:12])=[O:11].COC1C=CC(P2(SP(C3C=CC(OC)=CC=3)(=S)S2)=[S:47])=CC=1, predict the reaction product. (2) Given the reactants [OH:1][C:2]1([C:30]([F:33])([F:32])[F:31])[C:14]2[CH:13]=[C:12]([CH3:15])[CH:11]=[C:10]([C:16]3[CH:17]=[N:18][N:19]([CH2:21][CH2:22][C:23]([O:25]C(C)(C)C)=[O:24])[CH:20]=3)[C:9]=2[C:8]2[C:3]1=[CH:4][CH:5]=[CH:6][CH:7]=2.FC(F)(F)C(O)=O, predict the reaction product. The product is: [OH:1][C:2]1([C:30]([F:32])([F:33])[F:31])[C:14]2[CH:13]=[C:12]([CH3:15])[CH:11]=[C:10]([C:16]3[CH:17]=[N:18][N:19]([CH2:21][CH2:22][C:23]([OH:25])=[O:24])[CH:20]=3)[C:9]=2[C:8]2[C:3]1=[CH:4][CH:5]=[CH:6][CH:7]=2. (3) Given the reactants [NH2:1][C@@H:2]1[CH2:7][CH2:6][C@H:5]([NH:8][C:9]2[CH:14]=[C:13]([N:15]([CH3:17])[CH3:16])[N:12]=[C:11]([CH3:18])[N:10]=2)[CH2:4][CH2:3]1.CCN(CC)CC.Cl[C:27]([O:29][C:30]1[CH:35]=[CH:34][C:33]([Br:36])=[CH:32][CH:31]=1)=[O:28], predict the reaction product. The product is: [CH3:16][N:15]([CH3:17])[C:13]1[N:12]=[C:11]([CH3:18])[N:10]=[C:9]([NH:8][C@@H:5]2[CH2:4][CH2:3][C@H:2]([NH:1][C:27](=[O:28])[O:29][C:30]3[CH:35]=[CH:34][C:33]([Br:36])=[CH:32][CH:31]=3)[CH2:7][CH2:6]2)[CH:14]=1.